Dataset: Catalyst prediction with 721,799 reactions and 888 catalyst types from USPTO. Task: Predict which catalyst facilitates the given reaction. (1) Reactant: Cl[Sn](Cl)(Cl)Cl.[CH3:6][O:7][C:8]1[CH:9]=[C:10]([SH:14])[CH:11]=[CH:12][CH:13]=1.[CH2:15]([O:17][C:18](=[O:30])[CH:19]([C:25](OCC)=[O:26])[C:20](OCC)=[O:21])[CH3:16]. Product: [CH2:15]([O:17][C:18]([C:19]1[C:20](=[O:21])[S:14][C:10]2[C:11]([C:25]=1[OH:26])=[CH:12][CH:13]=[C:8]([O:7][CH3:6])[CH:9]=2)=[O:30])[CH3:16]. The catalyst class is: 795. (2) Reactant: CC1(C)C[CH:10]([NH2:12])[C:9]2[C:4](=[CH:5][CH:6]=[CH:7]C=2)[O:3]1.[CH:14]1([O:19][C:20]2[CH:25]=[CH:24][CH:23]=[CH:22][C:21]=2[CH2:26][CH2:27][CH2:28][C:29]([OH:31])=O)[CH2:18][CH2:17][CH2:16][CH2:15]1.CCN=C=NCCCN(C)C.[ClH:43].[CH:44]1[CH:45]=[CH:46][C:47]2N(O)N=N[C:48]=2[CH:49]=1.C(N(CC)CC)C. Product: [Cl:43][C:44]1[CH:49]=[C:48]2[C:47](=[CH:46][CH:45]=1)[O:3][C:4]1([CH2:5][CH2:6][CH2:7]1)[CH2:9][CH:10]2[NH:12][C:29](=[O:31])[CH2:28][CH2:27][CH2:26][C:21]1[CH:22]=[CH:23][CH:24]=[CH:25][C:20]=1[O:19][CH:14]1[CH2:15][CH2:16][CH2:17][CH2:18]1. The catalyst class is: 4.